Dataset: NCI-60 drug combinations with 297,098 pairs across 59 cell lines. Task: Regression. Given two drug SMILES strings and cell line genomic features, predict the synergy score measuring deviation from expected non-interaction effect. Drug 1: CC1=C(C=C(C=C1)NC2=NC=CC(=N2)N(C)C3=CC4=NN(C(=C4C=C3)C)C)S(=O)(=O)N.Cl. Drug 2: C1CN(CCN1C(=O)CCBr)C(=O)CCBr. Cell line: KM12. Synergy scores: CSS=14.1, Synergy_ZIP=-7.01, Synergy_Bliss=-8.25, Synergy_Loewe=-9.65, Synergy_HSA=-6.00.